From a dataset of Experimentally validated miRNA-target interactions with 360,000+ pairs, plus equal number of negative samples. Binary Classification. Given a miRNA mature sequence and a target amino acid sequence, predict their likelihood of interaction. The miRNA is hsa-miR-4734 with sequence GCUGCGGGCUGCGGUCAGGGCG. The protein sequence of the target gene is MKVLGRSFFWVLFPVLPWAVQAVEHEEVAQRVIKLHRGRGVAAMQSRQWVRDSCRKLSGLLRQKNAVLNKLKTAIGAVEKDVGLSDEEKLFQVHTFEIFQKELNESENSVFQAVYGLQRALQGDYKDVVNMKESSRQRLEALREAAIKEETEYMELLAAEKHQVEALKNMQHQNQSLSMLDEILEDVRKAADRLEEEIEEHAFDDNKSVKGVNFEAVLRVEEEEANSKQNITKREVEDDLGLSMLIDSQNNQYILTKPRDSTIPRADHHFIKDIVTIGMLSLPCGWLCTAIGLPTMFGYI.... Result: 0 (no interaction).